From a dataset of Catalyst prediction with 721,799 reactions and 888 catalyst types from USPTO. Predict which catalyst facilitates the given reaction. Reactant: [CH:1]([N:4]1[CH2:9][CH2:8][N:7]([C:10]([C:12]2[CH:20]=[C:19]3[C:15]([C:16]([CH:21]4[CH2:26][CH2:25][CH2:24][NH:23][CH2:22]4)=[CH:17][NH:18]3)=[CH:14][CH:13]=2)=[O:11])[CH2:6][CH2:5]1)([CH3:3])[CH3:2].[F:27][C:28]1[CH:29]=[C:30]([CH:34]=[C:35]([F:37])[CH:36]=1)[C:31](O)=[O:32].CN(C(ON1N=NC2C=CC=CC1=2)=[N+](C)C)C.[B-](F)(F)(F)F.CCN(C(C)C)C(C)C. Product: [F:27][C:28]1[CH:29]=[C:30]([CH:34]=[C:35]([F:37])[CH:36]=1)[C:31]([N:23]1[CH2:24][CH2:25][CH2:26][CH:21]([C:16]2[C:15]3[C:19](=[CH:20][C:12]([C:10]([N:7]4[CH2:6][CH2:5][N:4]([CH:1]([CH3:3])[CH3:2])[CH2:9][CH2:8]4)=[O:11])=[CH:13][CH:14]=3)[NH:18][CH:17]=2)[CH2:22]1)=[O:32]. The catalyst class is: 3.